This data is from Full USPTO retrosynthesis dataset with 1.9M reactions from patents (1976-2016). The task is: Predict the reactants needed to synthesize the given product. Given the product [ClH:28].[N:31]1([CH2:30][CH2:29][O:17][C:14]2[CH:15]=[C:16]3[C:11](=[CH:12][CH:13]=2)[O:10][C:9]([C:18]2[N:23]=[CH:22][C:21]4[CH:24]=[CH:25][S:26][C:20]=4[CH:19]=2)=[CH:8][C:7]3=[N:6][OH:5])[CH:35]=[CH:34][N:33]=[CH:32]1, predict the reactants needed to synthesize it. The reactants are: C([O:5][N:6]=[C:7]1[C:16]2[C:11](=[CH:12][CH:13]=[C:14]([OH:17])[CH:15]=2)[O:10][C:9]([C:18]2[N:23]=[CH:22][C:21]3[CH:24]=[CH:25][S:26][C:20]=3[CH:19]=2)=[CH:8]1)(C)(C)C.Cl.[Cl:28][CH2:29][CH2:30][N:31]1[CH:35]=[CH:34][N:33]=[CH:32]1.